From a dataset of NCI-60 drug combinations with 297,098 pairs across 59 cell lines. Regression. Given two drug SMILES strings and cell line genomic features, predict the synergy score measuring deviation from expected non-interaction effect. (1) Drug 1: C1CC(C1)(C(=O)O)C(=O)O.[NH2-].[NH2-].[Pt+2]. Drug 2: C1=CC=C(C(=C1)C(C2=CC=C(C=C2)Cl)C(Cl)Cl)Cl. Cell line: UACC62. Synergy scores: CSS=19.3, Synergy_ZIP=-1.47, Synergy_Bliss=-2.28, Synergy_Loewe=-8.42, Synergy_HSA=-1.80. (2) Drug 1: CN(C)C1=NC(=NC(=N1)N(C)C)N(C)C. Drug 2: C1C(C(OC1N2C=NC(=NC2=O)N)CO)O. Cell line: A549. Synergy scores: CSS=-2.26, Synergy_ZIP=0.252, Synergy_Bliss=0.187, Synergy_Loewe=-10.2, Synergy_HSA=-3.81. (3) Drug 1: CS(=O)(=O)OCCCCOS(=O)(=O)C. Drug 2: C(CN)CNCCSP(=O)(O)O. Cell line: A549. Synergy scores: CSS=27.1, Synergy_ZIP=-4.69, Synergy_Bliss=-0.0869, Synergy_Loewe=-19.5, Synergy_HSA=1.50. (4) Drug 1: C1=CC=C(C=C1)NC(=O)CCCCCCC(=O)NO. Drug 2: CC12CCC3C(C1CCC2O)C(CC4=C3C=CC(=C4)O)CCCCCCCCCS(=O)CCCC(C(F)(F)F)(F)F. Cell line: NCI-H522. Synergy scores: CSS=4.08, Synergy_ZIP=-0.992, Synergy_Bliss=-1.09, Synergy_Loewe=1.38, Synergy_HSA=-0.720.